From a dataset of Forward reaction prediction with 1.9M reactions from USPTO patents (1976-2016). Predict the product of the given reaction. Given the reactants [ClH:1].[N:2]12[CH2:11][CH:6]3[CH2:7][CH:8]([CH2:10][CH:4]([C@H:5]3[NH2:12])[CH2:3]1)[CH2:9]2.[F:13][C:14]([F:30])([F:29])[C:15]1[CH:16]=[C:17]([C:21]2[O:25][C:24]([C:26](O)=[O:27])=[CH:23][CH:22]=2)[CH:18]=[CH:19][CH:20]=1.N, predict the reaction product. The product is: [ClH:1].[N:2]12[CH2:11][CH:6]3[CH2:7][CH:8]([CH2:10][CH:4]([C@H:5]3[NH:12][C:26]([C:24]3[O:25][C:21]([C:17]4[CH:18]=[CH:19][CH:20]=[C:15]([C:14]([F:30])([F:13])[F:29])[CH:16]=4)=[CH:22][CH:23]=3)=[O:27])[CH2:3]1)[CH2:9]2.